From a dataset of Forward reaction prediction with 1.9M reactions from USPTO patents (1976-2016). Predict the product of the given reaction. (1) Given the reactants [O:1]1[CH:5]=[CH:4][N:3]=[CH:2]1.C1COCC1.C([Li])CCC.Br[C:17]1[CH:22]=[CH:21][C:20]([Br:23])=[CH:19][N:18]=1, predict the reaction product. The product is: [Br:23][C:20]1[CH:21]=[CH:22][C:17]([C:2]2[O:1][CH:5]=[CH:4][N:3]=2)=[N:18][CH:19]=1. (2) Given the reactants [CH3:1][S:2](Cl)(=[O:4])=[O:3].[O:6]1[C:10]2[CH:11]=[CH:12][CH:13]=[CH:14][C:9]=2[N:8]=[C:7]1[S:15][CH2:16][CH2:17][N:18]1[CH2:23][CH2:22][N:21]([CH2:24][C:25]([NH:27][C:28]2[C:33]([CH:34]([CH3:36])[CH3:35])=[CH:32][CH:31]=[C:30]([OH:37])[C:29]=2[CH:38]([CH3:40])[CH3:39])=[O:26])[CH2:20][CH2:19]1.C(N(CC)CC)C, predict the reaction product. The product is: [O:6]1[C:10]2[CH:11]=[CH:12][CH:13]=[CH:14][C:9]=2[N:8]=[C:7]1[S:15][CH2:16][CH2:17][N:18]1[CH2:23][CH2:22][N:21]([CH2:24][C:25]([NH:27][C:28]2[C:33]([CH:34]([CH3:35])[CH3:36])=[CH:32][CH:31]=[C:30]([O:37][S:2]([CH3:1])(=[O:4])=[O:3])[C:29]=2[CH:38]([CH3:40])[CH3:39])=[O:26])[CH2:20][CH2:19]1.